This data is from Peptide-MHC class I binding affinity with 185,985 pairs from IEDB/IMGT. The task is: Regression. Given a peptide amino acid sequence and an MHC pseudo amino acid sequence, predict their binding affinity value. This is MHC class I binding data. (1) The peptide sequence is CLLTDTIESA. The MHC is HLA-A02:06 with pseudo-sequence HLA-A02:06. The binding affinity (normalized) is 0.582. (2) The MHC is HLA-A11:01 with pseudo-sequence HLA-A11:01. The peptide sequence is SVQLSNNKY. The binding affinity (normalized) is 0.677. (3) The peptide sequence is DLTDYLMKI. The MHC is HLA-A02:02 with pseudo-sequence HLA-A02:02. The binding affinity (normalized) is 0.502. (4) The peptide sequence is GLAIFLPLV. The MHC is H-2-Db with pseudo-sequence H-2-Db. The binding affinity (normalized) is 0.0461. (5) The peptide sequence is ASMDNTSPM. The binding affinity (normalized) is 0.666. The MHC is HLA-C14:02 with pseudo-sequence HLA-C14:02. (6) The peptide sequence is ALGPFQSFVS. The MHC is H-2-Db with pseudo-sequence H-2-Db. The binding affinity (normalized) is 0. (7) The peptide sequence is RVRQQVIQL. The MHC is HLA-A31:01 with pseudo-sequence HLA-A31:01. The binding affinity (normalized) is 0.318. (8) The peptide sequence is RSSPRETMK. The MHC is HLA-B15:01 with pseudo-sequence HLA-B15:01. The binding affinity (normalized) is 0.0847. (9) The peptide sequence is IMRRRQYVL. The MHC is BoLA-JSP.1 with pseudo-sequence BoLA-JSP.1. The binding affinity (normalized) is 0.429. (10) The peptide sequence is VMAASGAPF. The MHC is HLA-A26:01 with pseudo-sequence HLA-A26:01. The binding affinity (normalized) is 0.0847.